The task is: Regression. Given a peptide amino acid sequence and an MHC pseudo amino acid sequence, predict their binding affinity value. This is MHC class II binding data.. This data is from Peptide-MHC class II binding affinity with 134,281 pairs from IEDB. The peptide sequence is EADYSQIPISINYRT. The MHC is HLA-DPA10201-DPB10101 with pseudo-sequence HLA-DPA10201-DPB10101. The binding affinity (normalized) is 0.322.